Dataset: Forward reaction prediction with 1.9M reactions from USPTO patents (1976-2016). Task: Predict the product of the given reaction. (1) Given the reactants [Cl:1][C:2]1[CH:15]=[CH:14][CH:13]=[CH:12][C:3]=1[CH2:4][N:5]1[C:9]([CH3:10])=[CH:8][C:7]([CH3:11])=[N:6]1.C=O.[CH3:18][NH2:19].Cl.[CH3:21]O, predict the reaction product. The product is: [Cl:1][C:2]1[CH:15]=[CH:14][CH:13]=[CH:12][C:3]=1[CH2:4][N:5]1[C:9]([CH3:10])=[C:8]([CH2:18][NH:19][CH3:21])[C:7]([CH3:11])=[N:6]1. (2) Given the reactants [Cl:1][C:2]1[CH:21]=[C:20]([Cl:22])[CH:19]=[CH:18][C:3]=1[O:4][CH2:5][C:6]([NH:8][C:9]1[CH:10]=[C:11]([CH:15]=[CH:16][CH:17]=1)[C:12]([OH:14])=O)=[O:7].[CH2:23]([NH2:29])[C:24]1[O:28][CH:27]=[CH:26][CH:25]=1.C1CN([P+](ON2N=NC3C=CC=CC2=3)(N2CCCC2)N2CCCC2)CC1.F[P-](F)(F)(F)(F)F, predict the reaction product. The product is: [Cl:1][C:2]1[CH:21]=[C:20]([Cl:22])[CH:19]=[CH:18][C:3]=1[O:4][CH2:5][C:6]([NH:8][C:9]1[CH:10]=[C:11]([CH:15]=[CH:16][CH:17]=1)[C:12]([NH:29][CH2:23][C:24]1[O:28][CH:27]=[CH:26][CH:25]=1)=[O:14])=[O:7].